Dataset: Forward reaction prediction with 1.9M reactions from USPTO patents (1976-2016). Task: Predict the product of the given reaction. (1) Given the reactants [C:1]1([C:11]([OH:13])=O)[C:10]2[C:5](=[CH:6][CH:7]=[CH:8][CH:9]=2)[CH:4]=[CH:3][N:2]=1.C(N1C=CN=C1)(N1C=CN=C1)=O.Cl.[CH3:27][C@H:28]1[CH2:33][CH2:32][C@H:31]([NH2:34])[CH2:30][CH2:29]1.C(N(CC)C(C)C)(C)C, predict the reaction product. The product is: [CH3:27][C@H:28]1[CH2:33][CH2:32][C@H:31]([NH:34][C:11]([C:1]2[C:10]3[C:5](=[CH:6][CH:7]=[CH:8][CH:9]=3)[CH:4]=[CH:3][N:2]=2)=[O:13])[CH2:30][CH2:29]1. (2) The product is: [CH2:1]([O:19][C@H:20]1[C@@H:24]([O:25][CH2:26][CH2:27][CH2:28][CH2:29][CH2:30][CH2:31][CH2:32][CH2:33][CH2:34][CH2:35][CH2:36][CH2:37][CH2:38][CH2:39][CH2:40][CH2:41][CH2:42][CH3:43])[CH2:23][NH:22][CH2:21]1)[CH2:2][CH2:3][CH2:4][CH2:5][CH2:6][CH2:7][CH2:8][CH2:9][CH2:10][CH2:11][CH2:12][CH2:13][CH2:14][CH2:15][CH2:16][CH2:17][CH3:18]. Given the reactants [CH2:1]([O:19][C@H:20]1[C@@H:24]([O:25][CH2:26][CH2:27][CH2:28][CH2:29][CH2:30][CH2:31][CH2:32][CH2:33][CH2:34][CH2:35][CH2:36][CH2:37][CH2:38][CH2:39][CH2:40][CH2:41][CH2:42][CH3:43])[CH2:23][N:22](C(OCC2C=CC=CC=2)=O)[CH2:21]1)[CH2:2][CH2:3][CH2:4][CH2:5][CH2:6][CH2:7][CH2:8][CH2:9][CH2:10][CH2:11][CH2:12][CH2:13][CH2:14][CH2:15][CH2:16][CH2:17][CH3:18].C(OCC)(=O)C, predict the reaction product. (3) Given the reactants [CH2:1]([N:3]([CH2:26][CH3:27])[C:4](=[O:25])[C:5]1[CH:10]=[CH:9][C:8]([CH2:11][N:12]2[C:20]3[CH2:19][CH2:18][NH:17][CH2:16][C:15]=3[C:14]([C:21]([F:24])([F:23])[F:22])=[N:13]2)=[CH:7][CH:6]=1)[CH3:2].[CH:28](O)=O, predict the reaction product. The product is: [CH2:26]([N:3]([CH2:1][CH3:2])[C:4](=[O:25])[C:5]1[CH:10]=[CH:9][C:8]([CH2:11][N:12]2[C:20]3[CH2:19][CH2:18][N:17]([CH3:28])[CH2:16][C:15]=3[C:14]([C:21]([F:24])([F:23])[F:22])=[N:13]2)=[CH:7][CH:6]=1)[CH3:27]. (4) Given the reactants C(O[C:4](=[O:21])[CH2:5][C:6]([CH:8]1[CH2:13][CH2:12][N:11]([C:14]([O:16][C:17]([CH3:20])([CH3:19])[CH3:18])=[O:15])[CH2:10][CH2:9]1)=O)C.[NH:22]1[C:30]2[C:25](=[CH:26][CH:27]=[CH:28][CH:29]=2)[C:24]([NH2:31])=[N:23]1.P([O-])([O-])([O-])=O.[K+].[K+].[K+].Cl, predict the reaction product. The product is: [O:21]=[C:4]1[N:23]2[N:22]=[C:30]3[C:25]([CH:26]=[CH:27][CH:28]=[CH:29]3)=[C:24]2[NH:31][C:6]([CH:8]2[CH2:9][CH2:10][N:11]([C:14]([O:16][C:17]([CH3:18])([CH3:19])[CH3:20])=[O:15])[CH2:12][CH2:13]2)=[CH:5]1.